From a dataset of Full USPTO retrosynthesis dataset with 1.9M reactions from patents (1976-2016). Predict the reactants needed to synthesize the given product. (1) The reactants are: Cl[C:2]1[CH:10]=[CH:9][C:8]([C:11]([F:14])([F:13])[F:12])=[CH:7][C:3]=1[C:4]([OH:6])=[O:5].[F:15][C:16]([F:20])([F:19])[CH2:17][NH2:18].C(=O)([O-])[O-].[K+].[K+].CN(C=O)C. Given the product [F:15][C:16]([F:20])([F:19])[CH2:17][NH:18][C:2]1[CH:10]=[CH:9][C:8]([C:11]([F:14])([F:13])[F:12])=[CH:7][C:3]=1[C:4]([OH:6])=[O:5], predict the reactants needed to synthesize it. (2) Given the product [C:15]([C:2]1[C:10]2[C:5](=[N:6][CH:7]=[C:8]([C:11]([O:13][CH3:14])=[O:12])[CH:9]=2)[NH:4][N:3]=1)#[N:16], predict the reactants needed to synthesize it. The reactants are: Br[C:2]1[C:10]2[C:5](=[N:6][CH:7]=[C:8]([C:11]([O:13][CH3:14])=[O:12])[CH:9]=2)[NH:4][N:3]=1.[CH3:15][N:16](C)C(=O)C. (3) Given the product [F:23][C:2]([F:1])([F:22])[C:3]1[CH:4]=[CH:5][C:6]([C:9]2[C:13]3[CH:14]=[CH:15][C:16]([CH2:18][CH2:19][CH2:20][OH:21])=[CH:17][C:12]=3[S:11][N:10]=2)=[CH:7][CH:8]=1, predict the reactants needed to synthesize it. The reactants are: [F:1][C:2]([F:23])([F:22])[C:3]1[CH:8]=[CH:7][C:6]([C:9]2[C:13]3[CH:14]=[CH:15][C:16]([C:18]#[C:19][CH2:20][OH:21])=[CH:17][C:12]=3[S:11][N:10]=2)=[CH:5][CH:4]=1. (4) The reactants are: [CH3:1][C:2]1[CH:3]=[N:4][CH:5]=[C:6]([CH3:24])[C:7]=1[C:8]1[C:13]([CH3:14])=[CH:12][C:11](OS(C(F)(F)F)(=O)=O)=[CH:10][C:9]=1[CH3:23].C([O-])([O-])=O.[Cs+].[Cs+].[C:31](=[NH:44])([C:38]1[CH:43]=[CH:42][CH:41]=[CH:40][CH:39]=1)[C:32]1[CH:37]=[CH:36][CH:35]=[CH:34][CH:33]=1. Given the product [CH3:1][C:2]1[CH:3]=[N:4][CH:5]=[C:6]([CH3:24])[C:7]=1[C:8]1[C:13]([CH3:14])=[CH:12][C:11]([N:44]=[C:31]([C:32]2[CH:37]=[CH:36][CH:35]=[CH:34][CH:33]=2)[C:38]2[CH:43]=[CH:42][CH:41]=[CH:40][CH:39]=2)=[CH:10][C:9]=1[CH3:23], predict the reactants needed to synthesize it. (5) Given the product [Cl:1][C:2]1[CH:3]=[C:4]([CH2:5][OH:6])[CH:9]=[C:10]([I:12])[CH:11]=1, predict the reactants needed to synthesize it. The reactants are: [Cl:1][C:2]1[CH:3]=[C:4]([CH:9]=[C:10]([I:12])[CH:11]=1)[C:5](OC)=[O:6].CC(C[AlH]CC(C)C)C. (6) Given the product [CH3:24][O:23][C:21]1[CH:20]=[C:18]([NH:19][CH2:10][C:9]2[C:4]([NH:3][CH2:1][CH3:2])=[N:5][C:6]([S:12][CH3:13])=[N:7][CH:8]=2)[CH:17]=[C:16]([O:15][CH3:14])[CH:22]=1, predict the reactants needed to synthesize it. The reactants are: [CH2:1]([NH:3][C:4]1[C:9]([CH:10]=O)=[CH:8][N:7]=[C:6]([S:12][CH3:13])[N:5]=1)[CH3:2].[CH3:14][O:15][C:16]1[CH:17]=[C:18]([CH:20]=[C:21]([O:23][CH3:24])[CH:22]=1)[NH2:19].